This data is from Catalyst prediction with 721,799 reactions and 888 catalyst types from USPTO. The task is: Predict which catalyst facilitates the given reaction. (1) Reactant: CN(C)[N:3]=[CH:4][C:5]1[CH:13]=[CH:12][CH:11]=[C:10]2[C:6]=1[C:7](=[O:23])[N:8]([CH:15]1[CH2:20][CH2:19][C:18](=[O:21])[NH:17][C:16]1=[O:22])[C:9]2=[O:14].[H][H]. Product: [NH2:3][CH2:4][C:5]1[CH:13]=[CH:12][CH:11]=[C:10]2[C:6]=1[C:7](=[O:23])[N:8]([CH:15]1[CH2:20][CH2:19][C:18](=[O:21])[NH:17][C:16]1=[O:22])[C:9]2=[O:14]. The catalyst class is: 45. (2) Reactant: [NH2:1][C:2]1[C:7]([NH2:8])=[C:6]([F:9])[CH:5]=[CH:4][C:3]=1[S:10]([NH:13][C:14]1[CH:24]=[CH:23][C:17]([C:18]([O:20]CC)=[O:19])=[CH:16][CH:15]=1)(=[O:12])=[O:11].O[Li].O. Product: [NH2:1][C:2]1[C:7]([NH2:8])=[C:6]([F:9])[CH:5]=[CH:4][C:3]=1[S:10]([NH:13][C:14]1[CH:24]=[CH:23][C:17]([C:18]([OH:20])=[O:19])=[CH:16][CH:15]=1)(=[O:11])=[O:12]. The catalyst class is: 88. (3) Reactant: [Cl:1][C:2]1[C:24]([Cl:25])=[CH:23][CH:22]=[CH:21][C:3]=1[CH2:4][NH:5][C:6]1[C:11]([N+:12]([O-])=O)=[CH:10][CH:9]=[C:8]([N:15]2[CH2:20][CH2:19][O:18][CH2:17][CH2:16]2)[N:7]=1.[CH3:26][C:27](O)=O. Product: [Cl:1][C:2]1[C:24]([Cl:25])=[CH:23][CH:22]=[CH:21][C:3]=1[CH2:4][N:5]1[C:6]2=[N:7][C:8]([N:15]3[CH2:20][CH2:19][O:18][CH2:17][CH2:16]3)=[CH:9][CH:10]=[C:11]2[N:12]=[C:26]1[CH3:27]. The catalyst class is: 292. (4) Reactant: [NH2:1][C@@H:2]([CH2:37][C:38]1[CH:43]=[CH:42][CH:41]=[CH:40][CH:39]=1)[CH2:3][C@H:4]([OH:36])[C@@H:5]([N:21]([CH2:29][C:30]1[CH:35]=[CH:34][CH:33]=[CH:32][CH:31]=1)[CH2:22][C:23]1[CH:28]=[CH:27][CH:26]=[CH:25][CH:24]=1)[CH2:6][C:7]1[CH:12]=[CH:11][C:10]([O:13][CH2:14][C:15]2[CH:20]=[CH:19][CH:18]=[CH:17][CH:16]=2)=[CH:9][CH:8]=1.C([O-])([O-])=O.[K+].[K+].[C:50](O[C:50]([O:52][C:53]([CH3:56])([CH3:55])[CH3:54])=[O:51])([O:52][C:53]([CH3:56])([CH3:55])[CH3:54])=[O:51].C(OCC)(=O)C. Product: [CH2:37]([C@H:2]([NH:1][C:50](=[O:51])[O:52][C:53]([CH3:56])([CH3:55])[CH3:54])[CH2:3][C@H:4]([OH:36])[C@@H:5]([N:21]([CH2:29][C:30]1[CH:31]=[CH:32][CH:33]=[CH:34][CH:35]=1)[CH2:22][C:23]1[CH:24]=[CH:25][CH:26]=[CH:27][CH:28]=1)[CH2:6][C:7]1[CH:8]=[CH:9][C:10]([O:13][CH2:14][C:15]2[CH:20]=[CH:19][CH:18]=[CH:17][CH:16]=2)=[CH:11][CH:12]=1)[C:38]1[CH:43]=[CH:42][CH:41]=[CH:40][CH:39]=1. The catalyst class is: 22. (5) Reactant: [C:1]1([CH3:7])[CH:6]=[CH:5][CH:4]=[CH:3][CH:2]=1.C(=O)([O-])[O-].[Na+].[Na+].C1(B(O)O)C=CC=CC=1.[NH2:23][C:24]1[CH:29]=[CH:28]C(I)=[CH:26][N:25]=1. Product: [C:1]1([C:7]2[CH:28]=[CH:29][C:24]([NH2:23])=[N:25][CH:26]=2)[CH:6]=[CH:5][CH:4]=[CH:3][CH:2]=1. The catalyst class is: 103. (6) Reactant: [CH:1]1([CH2:7][C@H:8]([NH:26][C:27]([C:29]2[CH:30]=NC3N(N=C(C)C=3)[C:34]=2[CH3:35])=[O:28])[C:9](=[O:25])[NH:10][CH2:11][CH2:12][NH:13][C:14]2[CH:19]=[CH:18][C:17]([O:20][C:21]([F:24])([F:23])[F:22])=[CH:16][CH:15]=2)[CH2:6][CH2:5][CH2:4][CH2:3][CH2:2]1.[CH:40]1C=CC2N(O)N=NC=2[CH:45]=1.CC(C)N=C=NC(C)C.[CH3:59][O:60][C:61]1[CH:66]=[CH:65][C:64](NCCN)=[CH:63][CH:62]=1. Product: [CH:1]1([CH2:7][C@H:8]([NH:26][C:27]([C:29]2[CH:30]=[C:40]([C:65]3[CH:64]=[CH:63][CH:62]=[C:61]([O:60][CH3:59])[CH:66]=3)[CH:45]=[CH:35][CH:34]=2)=[O:28])[C:9](=[O:25])[NH:10][CH2:11][CH2:12][NH:13][C:14]2[CH:19]=[CH:18][C:17]([O:20][C:21]([F:24])([F:23])[F:22])=[CH:16][CH:15]=2)[CH2:6][CH2:5][CH2:4][CH2:3][CH2:2]1. The catalyst class is: 2. (7) Reactant: S(Cl)(C1C=CC(C)=CC=1)(=O)=[O:2].[N:12]1[CH:17]=[CH:16]C=[CH:14][CH:13]=1.O[CH2:19][CH2:20][CH2:21][O:22][C:23]1[CH:28]=[CH:27][C:26]([C:29]2[CH:34]=[CH:33][C:32]([C:35]#[N:36])=[CH:31][CH:30]=2)=[CH:25][CH:24]=1. Product: [N:12]1([CH2:19][CH2:20][CH2:21][O:22][C:23]2[CH:28]=[CH:27][C:26]([C:29]3[CH:34]=[CH:33][C:32]([C:35]#[N:36])=[CH:31][CH:30]=3)=[CH:25][CH:24]=2)[CH2:17][CH2:16][O:2][CH2:14][CH2:13]1. The catalyst class is: 22. (8) Reactant: [C:1](Cl)(=[O:10])[C:2]1[CH:7]=[CH:6][C:5]([O:8][CH3:9])=[CH:4][CH:3]=1.[Br:12][CH2:13][CH2:14][O:15][C:16]1[CH:21]=[CH:20][CH:19]=[CH:18][CH:17]=1.[Cl-].[Al+3].[Cl-].[Cl-]. Product: [CH3:9][O:8][C:5]1[CH:6]=[CH:7][C:2]([C:1]([C:19]2[CH:20]=[CH:21][C:16]([O:15][CH2:14][CH2:13][Br:12])=[CH:17][CH:18]=2)=[O:10])=[CH:3][CH:4]=1. The catalyst class is: 641. (9) Reactant: [C:1]1([C@@H:7]([N:9]2[CH:13]=[C:12]([C:14]([OH:16])=O)[CH:11]=[N:10]2)[CH3:8])[CH:6]=[CH:5][CH:4]=[CH:3][CH:2]=1.S(Cl)([Cl:19])=O. Product: [C:1]1([C@@H:7]([N:9]2[CH:13]=[C:12]([C:14]([Cl:19])=[O:16])[CH:11]=[N:10]2)[CH3:8])[CH:6]=[CH:5][CH:4]=[CH:3][CH:2]=1. The catalyst class is: 11. (10) Reactant: N1C=CN=C1.[Si:6](Cl)([C:9]([CH3:12])([CH3:11])[CH3:10])([CH3:8])[CH3:7].CN(C)C=O.[OH:19][CH:20]1[CH2:24][CH2:23][O:22][C:21]1=[O:25]. Product: [Si:6]([O:19][CH:20]1[CH2:24][CH2:23][O:22][C:21]1=[O:25])([C:9]([CH3:12])([CH3:11])[CH3:10])([CH3:8])[CH3:7]. The catalyst class is: 13.